This data is from Forward reaction prediction with 1.9M reactions from USPTO patents (1976-2016). The task is: Predict the product of the given reaction. (1) Given the reactants [OH:1][C@@H:2]1[CH2:9][N:8]([C:10](=[O:22])[CH2:11][CH2:12][CH2:13][N:14]2[CH2:19][CH2:18][NH:17][C@@H:16]([CH3:20])[C:15]2=[O:21])[CH2:7][CH2:6][C:3]21[CH2:5][CH2:4]2.[F:23][C:24]([F:35])([F:34])[C:25]1[CH:30]=[CH:29][C:28]([N:31]=[C:32]=[O:33])=[CH:27][CH:26]=1, predict the reaction product. The product is: [F:23][C:24]([F:34])([F:35])[C:25]1[CH:26]=[CH:27][C:28]([NH:31][C:32]([N:17]2[CH2:18][CH2:19][N:14]([CH2:13][CH2:12][CH2:11][C:10]([N:8]3[CH2:7][CH2:6][C:3]4([CH2:5][CH2:4]4)[C@H:2]([OH:1])[CH2:9]3)=[O:22])[C:15](=[O:21])[C@@H:16]2[CH3:20])=[O:33])=[CH:29][CH:30]=1. (2) Given the reactants [H-].[Na+].[I:3][C:4]1[NH:8][N:7]=[CH:6][C:5]=1[CH3:9].[CH3:10][Si:11]([CH3:18])([CH3:17])[CH2:12][CH2:13][O:14][CH2:15]Cl, predict the reaction product. The product is: [I:3][C:4]1[N:8]([CH2:15][O:14][CH2:13][CH2:12][Si:11]([CH3:18])([CH3:17])[CH3:10])[N:7]=[CH:6][C:5]=1[CH3:9]. (3) Given the reactants [C:1]([O:5][C:6]([N:8]1[CH2:13][CH2:12][N:11]([CH2:14][C:15]2[C:20]([C:21]([F:24])([F:23])[F:22])=[CH:19][C:18]([C:25](=[O:40])[NH:26][CH2:27][C:28]3[CH:33]=[C:32]([Cl:34])[CH:31]=[CH:30][C:29]=3[S:35]([CH2:38][CH3:39])(=[O:37])=[O:36])=[C:17]([NH2:41])[C:16]=2[Cl:42])[CH2:10][CH2:9]1)=[O:7])([CH3:4])([CH3:3])[CH3:2].ClC1C(C2OCCO2)=C(OC(F)(F)F)C=C2C=1N[C:51](=[O:54])N(CC1C=C(Cl)C=CC=1S(CC)(=O)=O)C2=O, predict the reaction product. The product is: [C:1]([O:5][C:6]([N:8]1[CH2:13][CH2:12][N:11]([CH2:14][C:15]2[C:16]([Cl:42])=[C:17]3[C:18]([C:25](=[O:40])[N:26]([CH2:27][C:28]4[CH:33]=[C:32]([Cl:34])[CH:31]=[CH:30][C:29]=4[S:35]([CH2:38][CH3:39])(=[O:37])=[O:36])[C:51](=[O:54])[NH:41]3)=[CH:19][C:20]=2[C:21]([F:22])([F:23])[F:24])[CH2:10][CH2:9]1)=[O:7])([CH3:2])([CH3:3])[CH3:4].